Dataset: Full USPTO retrosynthesis dataset with 1.9M reactions from patents (1976-2016). Task: Predict the reactants needed to synthesize the given product. (1) Given the product [CH2:1]([C@@H:3]1[N:12]([C:13](=[O:22])[C:14]2[CH:19]=[CH:18][C:17]([OH:20])=[CH:16][CH:15]=2)[C:11]2[C:6](=[CH:7][CH:8]=[C:9]([F:23])[CH:10]=2)[N:5]([CH3:24])[C:4]1=[O:25])[CH3:2], predict the reactants needed to synthesize it. The reactants are: [CH2:1]([C@@H:3]1[N:12]([C:13](=[O:22])[C:14]2[CH:19]=[CH:18][C:17]([O:20]C)=[CH:16][CH:15]=2)[C:11]2[C:6](=[CH:7][CH:8]=[C:9]([F:23])[CH:10]=2)[N:5]([CH3:24])[C:4]1=[O:25])[CH3:2].C([C@H]1N(C(=O)C2C=CC(O)=CC=2)C2C(=CC(F)=CC=2)N(C)C1=O)C. (2) Given the product [CH2:12]([O:1][C:2]1[CH:3]=[N:4][CH:5]=[CH:6][CH:7]=1)[C:11]#[CH:10], predict the reactants needed to synthesize it. The reactants are: [OH:1][C:2]1[CH:3]=[N:4][CH:5]=[CH:6][CH:7]=1.[OH-].[K+].[CH2:10](Br)[C:11]#[CH:12]. (3) Given the product [F:22][C:23]1[CH:24]=[C:25]2[C:29](=[CH:30][C:31]=1[NH:32][C:33](=[O:38])[C:34]([OH:37])([CH3:36])[CH3:35])[NH:28][C:27](=[O:39])[C:26]2=[CH:20][C:3]1[NH:4][C:5]2[CH2:10][CH2:9][N:8]([CH2:11][CH2:12][N:13]3[CH2:14][CH2:15][O:16][CH2:17][CH2:18]3)[C:7](=[O:19])[C:6]=2[C:2]=1[CH3:1], predict the reactants needed to synthesize it. The reactants are: [CH3:1][C:2]1[C:6]2[C:7](=[O:19])[N:8]([CH2:11][CH2:12][N:13]3[CH2:18][CH2:17][O:16][CH2:15][CH2:14]3)[CH2:9][CH2:10][C:5]=2[NH:4][C:3]=1[CH:20]=O.[F:22][C:23]1[CH:24]=[C:25]2[C:29](=[CH:30][C:31]=1[NH:32][C:33](=[O:38])[C:34]([OH:37])([CH3:36])[CH3:35])[NH:28][C:27](=[O:39])[CH2:26]2. (4) Given the product [OH:10][NH:9][C:6](=[O:8])[CH2:5][CH2:4][C:2]([NH2:1])=[O:3], predict the reactants needed to synthesize it. The reactants are: [NH2:1][C:2]([CH2:4][CH2:5][C:6]([O-:8])=O)=[O:3].[NH2:9][OH:10]. (5) The reactants are: [CH2:1]([O:4][C:5]([CH2:7][C:8]1[CH:28]=[CH:27][C:11]([O:12][CH:13]2[CH2:18][CH2:17][N:16]([C:19](N3C=C[N+](C)=C3)=[O:20])[CH2:15][CH2:14]2)=[CH:10][CH:9]=1)=[O:6])[CH:2]=[CH2:3].[I-].[Cl:30][C:31]1[CH:32]=[CH:33][C:34]([O:37][C:38]2[CH:43]=[CH:42][C:41]([OH:44])=[CH:40][CH:39]=2)=[N:35][CH:36]=1. Given the product [Cl:30][C:31]1[CH:32]=[CH:33][C:34]([O:37][C:38]2[CH:43]=[CH:42][C:41]([O:44][C:19]([N:16]3[CH2:15][CH2:14][CH:13]([O:12][C:11]4[CH:10]=[CH:9][C:8]([CH2:7][C:5]([O:4][CH2:1][CH:2]=[CH2:3])=[O:6])=[CH:28][CH:27]=4)[CH2:18][CH2:17]3)=[O:20])=[CH:40][CH:39]=2)=[N:35][CH:36]=1, predict the reactants needed to synthesize it. (6) Given the product [Cl:11][C:4]1[CH:3]=[C:2]([N:12]2[CH2:16][CH2:15][CH2:14][CH2:13]2)[N:7]=[C:6]2[CH2:8][CH2:9][CH2:10][C:5]=12, predict the reactants needed to synthesize it. The reactants are: Cl[C:2]1[N:7]=[C:6]2[CH2:8][CH2:9][CH2:10][C:5]2=[C:4]([Cl:11])[CH:3]=1.[NH:12]1[CH2:16][CH2:15][CH2:14][CH2:13]1. (7) Given the product [CH:40]1([O:24][C:23](=[O:25])[C@@H:22]([NH:21][C:19]([C:15]2[C:16]([CH3:18])=[N:17][C:12]([NH:11][CH2:10][CH2:9][CH2:8][C:4]3[CH:5]=[CH:6][CH:7]=[C:2]([OH:1])[CH:3]=3)=[N:13][C:14]=2[CH3:35])=[O:20])[CH2:26][NH:27][C:28]([C:30]2[S:31][CH:32]=[CH:33][CH:34]=2)=[O:29])[CH2:44][CH2:43][CH2:42][CH2:41]1, predict the reactants needed to synthesize it. The reactants are: [OH:1][C:2]1[CH:3]=[C:4]([CH2:8][CH2:9][CH2:10][NH:11][C:12]2[N:17]=[C:16]([CH3:18])[C:15]([C:19]([NH:21][C@@H:22]([CH2:26][NH:27][C:28]([C:30]3[S:31][CH:32]=[CH:33][CH:34]=3)=[O:29])[C:23]([OH:25])=[O:24])=[O:20])=[C:14]([CH3:35])[N:13]=2)[CH:5]=[CH:6][CH:7]=1.S(Cl)(Cl)=O.[CH:40]1(O)[CH2:44][CH2:43][CH2:42][CH2:41]1. (8) Given the product [CH3:37][O:38][C:39](=[O:42])[CH2:40][NH:41][CH2:26][C:24]1[S:25][C:21]([C:16]([C:13]2[CH:14]=[CH:15][C:10]([O:9][CH2:8][CH:7]([O:6][Si:5]([C:1]([CH3:2])([CH3:4])[CH3:3])([CH3:34])[CH3:35])[C:30]([CH3:31])([CH3:32])[CH3:33])=[C:11]([CH3:29])[CH:12]=2)([CH2:19][CH3:20])[CH2:17][CH3:18])=[CH:22][C:23]=1[CH3:28], predict the reactants needed to synthesize it. The reactants are: [C:1]([Si:5]([CH3:35])([CH3:34])[O:6][CH:7]([C:30]([CH3:33])([CH3:32])[CH3:31])[CH2:8][O:9][C:10]1[CH:15]=[CH:14][C:13]([C:16]([C:21]2[S:25][C:24]([CH:26]=O)=[C:23]([CH3:28])[CH:22]=2)([CH2:19][CH3:20])[CH2:17][CH3:18])=[CH:12][C:11]=1[CH3:29])([CH3:4])([CH3:3])[CH3:2].Cl.[CH3:37][O:38][C:39](=[O:42])[CH2:40][NH2:41]. (9) Given the product [CH3:5][NH3+:6].[CH:7]1[C:8]2[C:3](=[CH:2][CH:11]=[CH:10][CH:9]=2)[CH:4]=[CH:5][N:6]=1, predict the reactants needed to synthesize it. The reactants are: Br[C:2]1[CH:11]=[CH:10][C:9]([N+]([O-])=O)=[C:8]2[C:3]=1[CH:4]=[CH:5][N:6]=[CH:7]2.COS(OC)(=O)=O.